This data is from Catalyst prediction with 721,799 reactions and 888 catalyst types from USPTO. The task is: Predict which catalyst facilitates the given reaction. (1) Reactant: [Cl:1][C:2]1[CH:7]=[CH:6][C:5]([CH:8]([C:27]2[CH:32]=[CH:31][C:30]([Cl:33])=[CH:29][CH:28]=2)[N:9]2[CH2:12][C:11](=[CH:13][S:14]([CH2:17][C:18]3[CH:19]=[C:20]([CH:24]=[CH:25][CH:26]=3)[C:21](O)=[O:22])(=[O:16])=[O:15])[CH2:10]2)=[CH:4][CH:3]=1.Cl.[NH2:35][CH2:36][CH:37]1[CH2:39][CH2:38]1. Product: [Cl:1][C:2]1[CH:3]=[CH:4][C:5]([CH:8]([C:27]2[CH:28]=[CH:29][C:30]([Cl:33])=[CH:31][CH:32]=2)[N:9]2[CH2:12][C:11](=[CH:13][S:14]([CH2:17][C:18]3[CH:19]=[C:20]([CH:24]=[CH:25][CH:26]=3)[C:21]([NH:35][CH2:36][CH:37]3[CH2:39][CH2:38]3)=[O:22])(=[O:16])=[O:15])[CH2:10]2)=[CH:6][CH:7]=1. The catalyst class is: 66. (2) Reactant: Cl[C:2]1[C:3]2[CH:10]=[C:9](I)[N:8]([CH2:12][O:13][CH2:14][CH2:15][Si:16]([CH3:19])([CH3:18])[CH3:17])[C:4]=2[N:5]=[CH:6][N:7]=1.[CH3:20][C:21]1[CH:22]=[C:23]([N:36]2[CH2:41][CH2:40][O:39][CH2:38][CH2:37]2)[CH:24]=[CH:25][C:26]=1B1OC(C)(C)C(C)(C)O1.C([O-])([O-])=O.[Na+].[Na+].C([O-])(=O)C.[K+].[C:53]([O:57][C:58]([N:60]1[CH2:65][CH2:64][CH:63]([O:66][C:67]2[CH:72]=[CH:71][C:70](B(O)O)=[CH:69][C:68]=2[C:76]#[N:77])[CH2:62][CH2:61]1)=[O:59])([CH3:56])([CH3:55])[CH3:54]. Product: [C:76]([C:68]1[CH:69]=[C:70]([C:2]2[C:3]3[CH:10]=[C:9]([C:26]4[CH:25]=[CH:24][C:23]([N:36]5[CH2:37][CH2:38][O:39][CH2:40][CH2:41]5)=[CH:22][C:21]=4[CH3:20])[N:8]([CH2:12][O:13][CH2:14][CH2:15][Si:16]([CH3:19])([CH3:18])[CH3:17])[C:4]=3[N:5]=[CH:6][N:7]=2)[CH:71]=[CH:72][C:67]=1[O:66][CH:63]1[CH2:64][CH2:65][N:60]([C:58]([O:57][C:53]([CH3:56])([CH3:55])[CH3:54])=[O:59])[CH2:61][CH2:62]1)#[N:77]. The catalyst class is: 104. (3) Reactant: [CH:1]1([C:4]2[CH:12]=[C:11]3[C:7]([CH:8]=[CH:9][N:10]3[C:13]([O:15][C:16]([CH3:19])([CH3:18])[CH3:17])=[O:14])=[CH:6][CH:5]=2)[CH2:3][CH2:2]1.C([O:23][B:24](OC(C)C)[O:25]C(C)C)(C)C.[Li+].CC([N-]C(C)C)C. Product: [C:16]([O:15][C:13]([N:10]1[C:11]2[C:7](=[CH:6][CH:5]=[C:4]([CH:1]3[CH2:2][CH2:3]3)[CH:12]=2)[CH:8]=[C:9]1[B:24]([OH:25])[OH:23])=[O:14])([CH3:19])([CH3:18])[CH3:17]. The catalyst class is: 1. (4) Product: [CH3:19][N:18]([CH3:23])[S:14]([C:12]1[S:13][C:9]([C:7]2[CH:6]=[CH:5][N:4]=[C:3]([S:2][CH3:1])[N:8]=2)=[CH:10][CH:11]=1)(=[O:16])=[O:15]. Reactant: [CH3:1][S:2][C:3]1[N:8]=[C:7]([C:9]2[S:13][C:12]([S:14](Cl)(=[O:16])=[O:15])=[CH:11][CH:10]=2)[CH:6]=[CH:5][N:4]=1.[N:18]1[CH:23]=CC=C[CH:19]=1.CNC.C1COCC1. The catalyst class is: 2. (5) Reactant: [CH3:1][C:2]1[CH:7]=[CH:6][C:5]([S:8]([Cl:11])(=[O:10])=[O:9])=[CH:4][CH:3]=1.Cl.Cl.[CH2:14]([NH:16][CH2:17][CH2:18][CH2:19][N:20]1[CH2:30][CH2:29][C:28]2[C:31]3[CH:21]1[CH2:22][CH2:23][C:24]=3[CH:25]=[CH:26][CH:27]=2)[CH3:15].CCN(C(C)C)C(C)C. Product: [ClH:11].[CH2:14]([N:16]([CH2:17][CH2:18][CH2:19][N:20]1[CH2:30][CH2:29][C:28]2[C:31]3[CH:21]1[CH2:22][CH2:23][C:24]=3[CH:25]=[CH:26][CH:27]=2)[S:8]([C:5]1[CH:6]=[CH:7][C:2]([CH3:1])=[CH:3][CH:4]=1)(=[O:10])=[O:9])[CH3:15]. The catalyst class is: 2. (6) Reactant: [CH3:1][S:2]([C:5]1[CH:10]=[CH:9][C:8]([C:11]2[NH:15][C:14]([C:16]3[CH:21]=[CH:20][C:19]([C:22]([F:25])([F:24])[F:23])=[CH:18][C:17]=3[N+:26]([O-])=O)=[N:13][N:12]=2)=[CH:7][CH:6]=1)(=[O:4])=[O:3]. Product: [CH3:1][S:2]([C:5]1[CH:10]=[CH:9][C:8]([C:11]2[NH:15][C:14]([C:16]3[CH:21]=[CH:20][C:19]([C:22]([F:25])([F:23])[F:24])=[CH:18][C:17]=3[NH2:26])=[N:13][N:12]=2)=[CH:7][CH:6]=1)(=[O:4])=[O:3]. The catalyst class is: 63.